Dataset: NCI-60 drug combinations with 297,098 pairs across 59 cell lines. Task: Regression. Given two drug SMILES strings and cell line genomic features, predict the synergy score measuring deviation from expected non-interaction effect. (1) Drug 2: C(CCl)NC(=O)N(CCCl)N=O. Drug 1: CC1C(C(CC(O1)OC2CC(CC3=C2C(=C4C(=C3O)C(=O)C5=C(C4=O)C(=CC=C5)OC)O)(C(=O)CO)O)N)O.Cl. Synergy scores: CSS=37.3, Synergy_ZIP=-13.5, Synergy_Bliss=-6.57, Synergy_Loewe=-15.3, Synergy_HSA=-3.53. Cell line: UACC62. (2) Drug 1: C1CCC(C1)C(CC#N)N2C=C(C=N2)C3=C4C=CNC4=NC=N3. Drug 2: CN1CCC(CC1)COC2=C(C=C3C(=C2)N=CN=C3NC4=C(C=C(C=C4)Br)F)OC. Cell line: RXF 393. Synergy scores: CSS=5.53, Synergy_ZIP=-3.75, Synergy_Bliss=-5.63, Synergy_Loewe=-7.52, Synergy_HSA=-5.68. (3) Drug 1: CCC1=CC2CC(C3=C(CN(C2)C1)C4=CC=CC=C4N3)(C5=C(C=C6C(=C5)C78CCN9C7C(C=CC9)(C(C(C8N6C)(C(=O)OC)O)OC(=O)C)CC)OC)C(=O)OC.C(C(C(=O)O)O)(C(=O)O)O. Drug 2: C1=CC(=CC=C1C#N)C(C2=CC=C(C=C2)C#N)N3C=NC=N3. Cell line: UO-31. Synergy scores: CSS=5.46, Synergy_ZIP=-4.60, Synergy_Bliss=-3.38, Synergy_Loewe=0.116, Synergy_HSA=0.171. (4) Drug 1: C1=NC(=NC(=O)N1C2C(C(C(O2)CO)O)O)N. Drug 2: CC12CCC3C(C1CCC2O)C(CC4=C3C=CC(=C4)O)CCCCCCCCCS(=O)CCCC(C(F)(F)F)(F)F. Cell line: PC-3. Synergy scores: CSS=7.44, Synergy_ZIP=-3.48, Synergy_Bliss=-1.08, Synergy_Loewe=-0.199, Synergy_HSA=1.01. (5) Drug 1: CN(C)C1=NC(=NC(=N1)N(C)C)N(C)C. Drug 2: C1=NC2=C(N=C(N=C2N1C3C(C(C(O3)CO)O)O)F)N. Cell line: UACC-257. Synergy scores: CSS=-2.51, Synergy_ZIP=2.66, Synergy_Bliss=2.61, Synergy_Loewe=-2.31, Synergy_HSA=-2.50. (6) Drug 1: C1CC(=O)NC(=O)C1N2CC3=C(C2=O)C=CC=C3N. Drug 2: C1CCC(C(C1)N)N.C(=O)(C(=O)[O-])[O-].[Pt+4]. Cell line: T-47D. Synergy scores: CSS=6.40, Synergy_ZIP=-2.25, Synergy_Bliss=-2.15, Synergy_Loewe=-3.19, Synergy_HSA=-0.522. (7) Drug 1: CC1=C2C(C(=O)C3(C(CC4C(C3C(C(C2(C)C)(CC1OC(=O)C(C(C5=CC=CC=C5)NC(=O)OC(C)(C)C)O)O)OC(=O)C6=CC=CC=C6)(CO4)OC(=O)C)OC)C)OC. Drug 2: C1CCN(CC1)CCOC2=CC=C(C=C2)C(=O)C3=C(SC4=C3C=CC(=C4)O)C5=CC=C(C=C5)O. Cell line: T-47D. Synergy scores: CSS=42.8, Synergy_ZIP=4.61, Synergy_Bliss=4.26, Synergy_Loewe=-3.28, Synergy_HSA=9.76. (8) Drug 1: CC1=CC2C(CCC3(C2CCC3(C(=O)C)OC(=O)C)C)C4(C1=CC(=O)CC4)C. Drug 2: B(C(CC(C)C)NC(=O)C(CC1=CC=CC=C1)NC(=O)C2=NC=CN=C2)(O)O. Cell line: OVCAR-8. Synergy scores: CSS=-3.44, Synergy_ZIP=0.359, Synergy_Bliss=-3.83, Synergy_Loewe=-4.24, Synergy_HSA=-5.24.